Dataset: Forward reaction prediction with 1.9M reactions from USPTO patents (1976-2016). Task: Predict the product of the given reaction. (1) Given the reactants [NH2:1][C:2]1[CH:7]=[CH:6][C:5]([C:8]([C:10]2[CH:15]=[CH:14][C:13]([Cl:16])=[CH:12][CH:11]=2)=[O:9])=[CH:4][CH:3]=1.CCN(CC)CC.Cl[C:25](=[O:32])[CH2:26][C:27]([O:29][CH2:30][CH3:31])=[O:28].C([O-])([O-])=O.[K+].[K+], predict the reaction product. The product is: [Cl:16][C:13]1[CH:14]=[CH:15][C:10]([C:8]([C:5]2[CH:6]=[CH:7][C:2]([NH:1][C:25](=[O:32])[CH2:26][C:27]([O:29][CH2:30][CH3:31])=[O:28])=[CH:3][CH:4]=2)=[O:9])=[CH:11][CH:12]=1. (2) Given the reactants S(=O)(=O)(O)O.[I:6][C:7]1[CH:8]=[C:9]2[C:13](=[CH:14][CH:15]=1)[N:12]([CH2:16][CH2:17][CH2:18][CH2:19][CH3:20])[C:11](=[O:21])C2=O.C(=O)([O-])O.[Na+].CO.CO[CH:32]([O:35][CH3:36])[O:33][CH3:34], predict the reaction product. The product is: [I:6][C:7]1[CH:15]=[C:14]2[C:13](=[CH:9][CH:8]=1)[N:12]([CH2:16][CH2:17][CH2:18][CH2:19][CH3:20])[C:11](=[O:21])[C:32]2([O:33][CH3:34])[O:35][CH3:36]. (3) Given the reactants Br[C:2]1[CH:3]=[CH:4][CH:5]=[C:6]2[C:11]=1[NH:10][C:9](=[O:12])[C:8]([O:13][CH3:14])=[CH:7]2.[F:15][C:16]1[CH:21]=[CH:20][C:19](B(O)O)=[CH:18][CH:17]=1.C([O-])([O-])=O.[Na+].[Na+], predict the reaction product. The product is: [F:15][C:16]1[CH:21]=[CH:20][C:19]([C:2]2[CH:3]=[CH:4][CH:5]=[C:6]3[C:11]=2[NH:10][C:9](=[O:12])[C:8]([O:13][CH3:14])=[CH:7]3)=[CH:18][CH:17]=1. (4) The product is: [CH3:31][NH:28][C:18]1[CH:17]=[CH:16][C:15]([N:12]2[CH2:13][CH2:14][N:9]([C:1]([C:2]3[CH:7]=[CH:6][CH:5]=[CH:4][CH:3]=3)=[O:8])[CH2:10][CH2:11]2)=[CH:20][C:19]=1[NH:21][C:22]1[CH:27]=[CH:26][CH:25]=[CH:24][CH:23]=1. Given the reactants [C:1]([N:9]1[CH2:14][CH2:13][N:12]([C:15]2[CH:20]=[C:19]([NH:21][C:22]3[CH:27]=[CH:26][CH:25]=[CH:24][CH:23]=3)[C:18]([NH2:28])=[CH:17][CH:16]=2)[CH2:11][CH2:10]1)(=[O:8])[C:2]1[CH:7]=[CH:6][CH:5]=[CH:4][CH:3]=1.C=O.[C:31](O[BH-](OC(=O)C)OC(=O)C)(=O)C.[Na+], predict the reaction product.